This data is from Full USPTO retrosynthesis dataset with 1.9M reactions from patents (1976-2016). The task is: Predict the reactants needed to synthesize the given product. (1) Given the product [NH2:26][C:22]1[CH:21]=[C:20]([CH:25]=[CH:24][CH:23]=1)[O:19][C:5]1[CH:6]=[N:7][CH:8]=[C:9]([NH:10][C:11]2[CH:16]=[CH:15][C:14]([I:17])=[CH:13][C:12]=2[F:18])[C:4]=1[C:1]([NH2:2])=[O:3], predict the reactants needed to synthesize it. The reactants are: [C:1]([C:4]1[C:9]([NH:10][C:11]2[CH:16]=[CH:15][C:14]([I:17])=[CH:13][C:12]=2[F:18])=[CH:8][N:7]=[CH:6][C:5]=1[O:19][C:20]1[CH:21]=[C:22]([NH:26]C(=O)OC(C)(C)C)[CH:23]=[CH:24][CH:25]=1)(=[O:3])[NH2:2].C(O)(C(F)(F)F)=O.C([O-])(O)=O.[Na+]. (2) Given the product [CH2:14]([O:16][C:17]1[N:22]=[CH:21][C:20]([C:23]2[C:24]([CH3:30])=[N:25][CH:26]=[C:27]([NH:29][C:8](=[O:10])[C:7]3[CH:11]=[CH:12][N:13]=[C:5]([C:2]([F:1])([CH3:3])[CH3:4])[CH:6]=3)[CH:28]=2)=[CH:19][C:18]=1[N:31]1[CH2:32][CH2:33][O:34][CH2:35][CH2:36]1)[CH3:15], predict the reactants needed to synthesize it. The reactants are: [F:1][C:2]([C:5]1[CH:6]=[C:7]([CH:11]=[CH:12][N:13]=1)[C:8]([OH:10])=O)([CH3:4])[CH3:3].[CH2:14]([O:16][C:17]1[N:22]=[CH:21][C:20]([C:23]2[C:24]([CH3:30])=[N:25][CH:26]=[C:27]([NH2:29])[CH:28]=2)=[CH:19][C:18]=1[N:31]1[CH2:36][CH2:35][O:34][CH2:33][CH2:32]1)[CH3:15].C(N(C(C)C)C(C)C)C.C(P1(=O)OP(=O)(CCC)OP(=O)(CCC)O1)CC. (3) The reactants are: F[P-](F)(F)(F)(F)F.N1(O[P+](N(C)C)(N(C)C)N(C)C)C2C=CC=CC=2N=N1.C(N(CC)CC)C.[OH:35][C:36]1([C@@H:42]([C:46]2[CH:51]=[CH:50][CH:49]=[C:48]([O:52][C:53]([F:56])([F:55])[F:54])[CH:47]=2)[C:43]([OH:45])=O)[CH2:41][CH2:40][CH2:39][CH2:38][CH2:37]1.[CH3:57][C@H:58]1[CH2:63][NH:62][CH2:61][C@@H:60]([CH3:64])[NH:59]1. Given the product [CH3:57][CH:58]1[NH:59][CH:60]([CH3:64])[CH2:61][N:62]([C:43](=[O:45])[C@@H:42]([C:36]2([OH:35])[CH2:37][CH2:38][CH2:39][CH2:40][CH2:41]2)[C:46]2[CH:51]=[CH:50][CH:49]=[C:48]([O:52][C:53]([F:56])([F:54])[F:55])[CH:47]=2)[CH2:63]1, predict the reactants needed to synthesize it.